Task: Predict which catalyst facilitates the given reaction.. Dataset: Catalyst prediction with 721,799 reactions and 888 catalyst types from USPTO (1) The catalyst class is: 28. Product: [Br:3][C:4]1[CH:9]=[C:8]([CH:18]=[O:19])[CH:7]=[CH:6][N:5]=1. Reactant: N#N.[Br:3][C:4]1[CH:9]=[C:8](Br)[CH:7]=[CH:6][N:5]=1.[Li]CCCC.CN(C)[CH:18]=[O:19]. (2) Reactant: F[C:2]1[CH:7]=[CH:6][C:5]([N+:8]([O-:10])=[O:9])=[C:4]([O:11][CH3:12])[CH:3]=1.[NH:13]1[CH2:20][CH2:19][CH2:18][CH:14]1[C:15]([OH:17])=[O:16]. Product: [CH3:12][O:11][C:4]1[CH:3]=[C:2]([N:13]2[CH2:20][CH2:19][CH2:18][CH:14]2[C:15]([OH:17])=[O:16])[CH:7]=[CH:6][C:5]=1[N+:8]([O-:10])=[O:9]. The catalyst class is: 58. (3) Reactant: Cl[C:2]1[N:3]=[N+:4]([O-:12])[C:5]2[CH:11]=[CH:10][CH:9]=[CH:8][C:6]=2[N:7]=1.[CH:13]([Sn](CCCC)(CCCC)CCCC)=[CH2:14]. Product: [CH:13]([C:2]1[N:3]=[N+:4]([O-:12])[C:5]2[CH:11]=[CH:10][CH:9]=[CH:8][C:6]=2[N:7]=1)=[CH2:14]. The catalyst class is: 104. (4) Reactant: [H-].[Na+].[F:3][C:4]1[C:9]([O:10][C:11]([F:14])([F:13])[F:12])=[CH:8][CH:7]=[CH:6][C:5]=1[NH:15][C:16]([CH:18]1[CH2:23][CH:22]2[CH:20]([CH2:21]2)[N:19]1[C:24](=[O:39])[CH2:25][N:26]1[C:34]2[C:29](=[CH:30][C:31]([OH:35])=[CH:32][CH:33]=2)[C:28]([C:36](=[O:38])[CH3:37])=[N:27]1)=[O:17].Br[CH2:41][CH2:42][O:43][CH3:44]. Product: [F:3][C:4]1[C:9]([O:10][C:11]([F:14])([F:13])[F:12])=[CH:8][CH:7]=[CH:6][C:5]=1[NH:15][C:16]([C@@H:18]1[CH2:23][C@@H:22]2[C@@H:20]([CH2:21]2)[N:19]1[C:24](=[O:39])[CH2:25][N:26]1[C:34]2[C:29](=[CH:30][C:31]([O:35][CH2:41][CH2:42][O:43][CH3:44])=[CH:32][CH:33]=2)[C:28]([C:36](=[O:38])[CH3:37])=[N:27]1)=[O:17]. The catalyst class is: 3.